Dataset: TCR-epitope binding with 47,182 pairs between 192 epitopes and 23,139 TCRs. Task: Binary Classification. Given a T-cell receptor sequence (or CDR3 region) and an epitope sequence, predict whether binding occurs between them. (1) The epitope is TPQDLNTML. The TCR CDR3 sequence is CASSLGPTEAFF. Result: 1 (the TCR binds to the epitope). (2) The epitope is RQLLFVVEV. The TCR CDR3 sequence is CASSISPLHF. Result: 1 (the TCR binds to the epitope). (3) The epitope is LLLGIGILV. The TCR CDR3 sequence is CASTTGLGQPQHF. Result: 1 (the TCR binds to the epitope). (4) Result: 1 (the TCR binds to the epitope). The epitope is FLPRVFSAV. The TCR CDR3 sequence is CASSRTSGSTDTQYF.